Dataset: Forward reaction prediction with 1.9M reactions from USPTO patents (1976-2016). Task: Predict the product of the given reaction. (1) Given the reactants [OH:1][C@@H:2]([C:23]1[CH:28]=[CH:27][CH:26]=[CH:25][CH:24]=1)[CH2:3][CH2:4][N:5]1[CH2:10][CH2:9][CH:8]([C:11]2[CH:12]=[C:13]([NH:17][C:18](=[O:22])[CH:19]([CH3:21])[CH3:20])[CH:14]=[CH:15][CH:16]=2)[CH2:7][CH2:6]1.[C:29]([C:32]1[CH:37]=[CH:36][CH:35]=[CH:34][C:33]=1O)(=[O:31])[CH3:30].C1(P(C2C=CC=CC=2)C2C=CC=CC=2)C=CC=CC=1.N(C(OCC)=O)=NC(OCC)=O.N, predict the reaction product. The product is: [C:29]([C:32]1[CH:33]=[C:34]([CH:35]=[CH:36][CH:37]=1)[O:1][C@H:2]([C:23]1[CH:24]=[CH:25][CH:26]=[CH:27][CH:28]=1)[CH2:3][CH2:4][N:5]1[CH2:10][CH2:9][CH:8]([C:11]2[CH:12]=[C:13]([NH:17][C:18](=[O:22])[CH:19]([CH3:21])[CH3:20])[CH:14]=[CH:15][CH:16]=2)[CH2:7][CH2:6]1)(=[O:31])[CH3:30]. (2) Given the reactants F[P-](F)(F)(F)(F)F.N1(O[P+](N(C)C)(N(C)C)N(C)C)C2C=CC=CC=2N=N1.[CH3:28][O:29][C:30]1[CH:31]=[C:32]2[C:36](=[CH:37][CH:38]=1)[NH:35][C:34]([C:39]([OH:41])=O)=[CH:33]2.CCN(C(C)C)C(C)C.[NH2:51][C:52]([CH3:56])([CH3:55])[CH2:53][OH:54].Cl, predict the reaction product. The product is: [OH:54][CH2:53][C:52]([NH:51][C:39]([C:34]1[NH:35][C:36]2[C:32]([CH:33]=1)=[CH:31][C:30]([O:29][CH3:28])=[CH:38][CH:37]=2)=[O:41])([CH3:56])[CH3:55]. (3) Given the reactants [Cl:1][C:2]1[N:3]=[C:4](Cl)[C:5]2[CH:10]=[CH:9][N:8]([CH2:11][O:12][CH2:13][CH2:14][Si:15]([CH3:18])([CH3:17])[CH3:16])[C:6]=2[N:7]=1.[N+:20]([C:23]1[CH:24]=[C:25]([OH:29])[CH:26]=[CH:27][CH:28]=1)([O-:22])=[O:21].C([O-])([O-])=O.[K+].[K+], predict the reaction product. The product is: [Cl:1][C:2]1[N:3]=[C:4]([O:29][C:25]2[CH:26]=[CH:27][CH:28]=[C:23]([N+:20]([O-:22])=[O:21])[CH:24]=2)[C:5]2[CH:10]=[CH:9][N:8]([CH2:11][O:12][CH2:13][CH2:14][Si:15]([CH3:18])([CH3:17])[CH3:16])[C:6]=2[N:7]=1. (4) Given the reactants [CH2:1]([O:8][C:9]1[C:10](=[O:29])[CH:11]=[CH:12][N:13]2[CH2:18][CH2:17][N:16]([CH2:19][C:20]3[CH:25]=[CH:24][C:23]([Cl:26])=[C:22]([Cl:27])[CH:21]=3)[C:15](=[O:28])[C:14]=12)[C:2]1[CH:7]=[CH:6][CH:5]=[CH:4][CH:3]=1.CO.[Br-:32].[Br-].[Br-].C1([N+](C)(C)C)C=CC=CC=1.C1([N+](C)(C)C)C=CC=CC=1.C1([N+](C)(C)C)C=CC=CC=1.S([O-])([O-])=O.[Na+].[Na+], predict the reaction product. The product is: [CH2:1]([O:8][C:9]1[C:10](=[O:29])[C:11]([Br:32])=[CH:12][N:13]2[CH2:18][CH2:17][N:16]([CH2:19][C:20]3[CH:25]=[CH:24][C:23]([Cl:26])=[C:22]([Cl:27])[CH:21]=3)[C:15](=[O:28])[C:14]=12)[C:2]1[CH:7]=[CH:6][CH:5]=[CH:4][CH:3]=1. (5) Given the reactants Cl[C:2]1[CH:7]=[CH:6][C:5]([O:8][CH2:9][CH:10]2[CH2:15][CH2:14][N:13]([CH2:16][C:17]([F:20])([CH3:19])[CH3:18])[CH2:12][CH2:11]2)=[CH:4][N:3]=1.[CH3:21][O:22][C:23]([C:25]1[CH:30]=[CH:29][C:28](B(O)O)=[CH:27][CH:26]=1)=[O:24].C([O-])([O-])=O.[Na+].[Na+], predict the reaction product. The product is: [F:20][C:17]([CH3:19])([CH3:18])[CH2:16][N:13]1[CH2:14][CH2:15][CH:10]([CH2:9][O:8][C:5]2[CH:6]=[CH:7][C:2]([C:28]3[CH:29]=[CH:30][C:25]([C:23]([O:22][CH3:21])=[O:24])=[CH:26][CH:27]=3)=[N:3][CH:4]=2)[CH2:11][CH2:12]1. (6) Given the reactants [CH3:1][C:2]1[CH:11]=[C:10]([N:12]2[CH2:16][CH2:15][CH:14]([C:17]3[CH:22]=[CH:21][CH:20]=[CH:19][CH:18]=3)[CH2:13]2)[C:9]2[C:4](=[CH:5][CH:6]=[C:7]([N+:23]([O-])=O)[CH:8]=2)[N:3]=1, predict the reaction product. The product is: [CH3:1][C:2]1[CH:11]=[C:10]([N:12]2[CH2:16][CH2:15][CH:14]([C:17]3[CH:22]=[CH:21][CH:20]=[CH:19][CH:18]=3)[CH2:13]2)[C:9]2[C:4](=[CH:5][CH:6]=[C:7]([NH2:23])[CH:8]=2)[N:3]=1.